This data is from Forward reaction prediction with 1.9M reactions from USPTO patents (1976-2016). The task is: Predict the product of the given reaction. (1) Given the reactants [Cl:1][C:2]1[C:3]2[C:10]([C:11]3[CH:16]=[CH:15][C:14]([O:17][CH3:18])=[C:13]([Cl:19])[C:12]=3[CH3:20])=[C:9](I)[S:8][C:4]=2[N:5]=[CH:6][N:7]=1.[F:22][C:23]1[CH:28]=[CH:27][C:26](B2OC(C)(C)C(C)(C)O2)=[CH:25][C:24]=1[O:38][CH2:39][O:40][CH3:41].C(=O)([O-])[O-].[Cs+].[Cs+].Cl, predict the reaction product. The product is: [Cl:1][C:2]1[C:3]2[C:10]([C:11]3[CH:16]=[CH:15][C:14]([O:17][CH3:18])=[C:13]([Cl:19])[C:12]=3[CH3:20])=[C:9]([C:26]3[CH:27]=[CH:28][C:23]([F:22])=[C:24]([O:38][CH2:39][O:40][CH3:41])[CH:25]=3)[S:8][C:4]=2[N:5]=[CH:6][N:7]=1. (2) Given the reactants [OH:1][CH2:2][C:3]1[CH:39]=[CH:38][C:6]2[CH2:7][CH2:8][CH2:9][CH:10]([N:12](C(OC(C)(C)C)=O)[CH2:13][C@H:14]([O:23][Si](CC)(CC)CC)[CH2:15][O:16][C:17]3[CH:22]=[CH:21][CH:20]=[CH:19][CH:18]=3)[CH2:11][C:5]=2[CH:4]=1.[ClH:40], predict the reaction product. The product is: [ClH:40].[OH:1][CH2:2][C:3]1[CH:39]=[CH:38][C:6]2[CH2:7][CH2:8][CH2:9][CH:10]([NH:12][CH2:13][C@H:14]([OH:23])[CH2:15][O:16][C:17]3[CH:22]=[CH:21][CH:20]=[CH:19][CH:18]=3)[CH2:11][C:5]=2[CH:4]=1. (3) Given the reactants S(Cl)(Cl)=O.[F:5][C:6]1[CH:7]=[C:8]([N+:16]([O-:18])=[O:17])[C:9]([OH:15])=[C:10]([CH:14]=1)[C:11]([OH:13])=[O:12].[CH3:19]O, predict the reaction product. The product is: [F:5][C:6]1[CH:7]=[C:8]([N+:16]([O-:18])=[O:17])[C:9]([OH:15])=[C:10]([CH:14]=1)[C:11]([O:13][CH3:19])=[O:12].